This data is from Full USPTO retrosynthesis dataset with 1.9M reactions from patents (1976-2016). The task is: Predict the reactants needed to synthesize the given product. (1) The reactants are: Br[C:2]1[CH:3]=[N:4][CH:5]=[C:6]([Br:8])[CH:7]=1.[Cl:9][C:10]1[C:15]([F:16])=[CH:14][CH:13]=[CH:12][C:11]=1B(O)O. Given the product [Br:8][C:6]1[CH:5]=[N:4][CH:3]=[C:2]([C:11]2[CH:12]=[CH:13][CH:14]=[C:15]([F:16])[C:10]=2[Cl:9])[CH:7]=1, predict the reactants needed to synthesize it. (2) The reactants are: Cl[C:2]1[N:10]=[CH:9][N:8]=[C:7]2[C:3]=1[NH:4][CH:5]=[N:6]2.[N:11]1([CH2:17][CH2:18][NH2:19])[CH2:16][CH2:15][O:14][CH2:13][CH2:12]1.F[C:21]1[CH:26]=[CH:25][C:24]([N+:27]([O-])=O)=[CH:23][CH:22]=1.[Cl:30][C:31]1[CH:36]=[CH:35][C:34]([N:37]=[C:38]=[O:39])=[CH:33][C:32]=1[C:40]([F:43])([F:42])[F:41]. Given the product [Cl:30][C:31]1[CH:36]=[CH:35][C:34]([NH:37][C:38]([NH:27][C:24]2[CH:25]=[CH:26][C:21]([N:6]3[CH:5]=[N:4][C:3]4[C:7]3=[N:8][CH:9]=[N:10][C:2]=4[NH:19][CH2:18][CH2:17][N:11]3[CH2:16][CH2:15][O:14][CH2:13][CH2:12]3)=[CH:22][CH:23]=2)=[O:39])=[CH:33][C:32]=1[C:40]([F:41])([F:42])[F:43], predict the reactants needed to synthesize it. (3) The reactants are: C([N:8]1[CH2:13][C:12]([CH3:15])([CH3:14])[O:11][C:10](=[O:16])[CH:9]1[CH2:17][C:18]([NH:20][C:21]1[CH:26]=[CH:25][C:24]([CH:27]([CH3:29])[CH3:28])=[CH:23][CH:22]=1)=[O:19])C1C=CC=CC=1. Given the product [CH3:15][C:12]1([CH3:14])[CH2:13][NH:8][CH:9]([CH2:17][C:18]([NH:20][C:21]2[CH:26]=[CH:25][C:24]([CH:27]([CH3:28])[CH3:29])=[CH:23][CH:22]=2)=[O:19])[C:10](=[O:16])[O:11]1, predict the reactants needed to synthesize it.